Dataset: Forward reaction prediction with 1.9M reactions from USPTO patents (1976-2016). Task: Predict the product of the given reaction. (1) Given the reactants CC1CCC[O:3]1.[CH:7]12[N:13]([C:14]3[CH:20]=[CH:19][C:17]([NH2:18])=[C:16]([C:21]([F:24])([F:23])[F:22])[CH:15]=3)[CH:10]([CH2:11][CH2:12]1)[CH2:9][CH2:8]2.O=C1C2C(=CC=CC=2C(F)(F)F)NC=C1C(O)=O.C(P1(=O)OP(CCC)(=O)OP(CCC)(=O)O1)CC.N1C=CC=CC=1.[OH2:67], predict the reaction product. The product is: [N+:18]([C:17]1[CH:19]=[CH:20][C:14]([N:13]2[CH:10]3[CH2:9][CH2:8][CH:7]2[CH2:12][CH2:11]3)=[CH:15][C:16]=1[C:21]([F:24])([F:22])[F:23])([O-:3])=[O:67]. (2) Given the reactants [F:1][C:2]1[CH:3]=[C:4]2[C:8](=[CH:9][CH:10]=1)[N:7]([CH2:11][C@@H:12]([NH:18][C:19](=[O:35])[C@@H:20]([NH:25][C:26](=[O:34])[C:27]1[CH:32]=[CH:31][CH:30]=[C:29]([CH3:33])[CH:28]=1)[CH2:21][CH:22]([CH3:24])[CH3:23])[CH2:13][CH2:14]C(O)=O)[CH2:6][CH2:5]2.C1(P(N=[N+]=[N-])(C2C=CC=CC=2)=O)C=CC=CC=1.C([N:55](CC)CC)C.[N-:60]=[C:61]=[O:62].C(=O)(O)N.[N-]=[N+]=[N-], predict the reaction product. The product is: [F:1][C:2]1[CH:3]=[C:4]2[C:8](=[CH:9][CH:10]=1)[N:7]([CH2:11][C@@H:12]([NH:18][C:19]([C@@H:20]([NH:25][C:26](=[O:34])[C:27]1[CH:32]=[CH:31][CH:30]=[C:29]([CH3:33])[CH:28]=1)[CH2:21][CH:22]([CH3:23])[CH3:24])=[O:35])[CH2:13][CH2:14][NH:60][C:61]([NH2:55])=[O:62])[CH2:6][CH2:5]2. (3) Given the reactants C[C:2]1[C:11]([Cl:12])=[CH:10][C:5]([C:6]([O:8]C)=O)=[C:4]([F:13])[C:3]=1[NH:14][C:15](=[O:20])[C:16]([CH3:19])([CH3:18])[CH3:17].[CH3:21][C:22]1[CH:27]=[CH:26][N:25]=[C:24]([S:28][CH3:29])C=1.[Li+].C[Si]([N-:35][Si](C)(C)C)(C)C.Cl, predict the reaction product. The product is: [Cl:12][C:11]1[CH:10]=[C:5]([C:6](=[O:8])[CH2:21][C:22]2[CH:27]=[CH:26][N:25]=[C:24]([S:28][CH3:29])[N:35]=2)[C:4]([F:13])=[C:3]([NH:14][C:15](=[O:20])[C:16]([CH3:17])([CH3:18])[CH3:19])[CH:2]=1. (4) Given the reactants [O:1]=[S:2]1(=[O:34])[C:6]2[CH:7]=[CH:8][C:9]([CH2:11][NH:12][C:13]([C:15]3[C:16](=[O:33])[N:17]([C:23]4[CH:28]=[CH:27][CH:26]=[C:25]([C:29]([F:32])([F:31])[F:30])[CH:24]=4)[C:18]([CH3:22])=[C:19](I)[CH:20]=3)=[O:14])=[CH:10][C:5]=2[CH2:4][CH2:3]1.C1(P(C2C=CC=CC=2)C2C=CC=CC=2)C=CC=CC=1.[CH3:54][NH:55][CH3:56].[CH2:57]([OH:59])C, predict the reaction product. The product is: [O:1]=[S:2]1(=[O:34])[C:6]2[CH:7]=[CH:8][C:9]([CH2:11][NH:12][C:13]([C:15]3[C:16](=[O:33])[N:17]([C:23]4[CH:28]=[CH:27][CH:26]=[C:25]([C:29]([F:32])([F:31])[F:30])[CH:24]=4)[C:18]([CH3:22])=[C:19]([C:57]([N:55]([CH3:56])[CH3:54])=[O:59])[CH:20]=3)=[O:14])=[CH:10][C:5]=2[CH2:4][CH2:3]1. (5) Given the reactants C(N(C(C)C)CC)(C)C.C1N(P(Cl)(N2C(=O)OCC2)=O)C(=O)OC1.Cl.[Cl:26][CH2:27][CH2:28][CH2:29][CH:30]([C:35]1[CH:40]=[C:39]([F:41])[C:38]([F:42])=[C:37]([F:43])[CH:36]=1)[C:31]([NH:33][NH2:34])=[O:32].[F:44][C:45]1[CH:50]=[C:49]([N:51]2[CH:55]=[C:54]([CH3:56])[N:53]=[CH:52]2)[C:48]([O:57][CH3:58])=[CH:47][C:46]=1/[CH:59]=[CH:60]/[C:61](O)=[O:62].[Cl-].[NH4+], predict the reaction product. The product is: [F:44][C:45]1[CH:50]=[C:49]([N:51]2[CH:55]=[C:54]([CH3:56])[N:53]=[CH:52]2)[C:48]([O:57][CH3:58])=[CH:47][C:46]=1/[CH:59]=[CH:60]/[C:61]([NH:34][NH:33][C:31](=[O:32])[CH:30]([C:35]1[CH:36]=[C:37]([F:43])[C:38]([F:42])=[C:39]([F:41])[CH:40]=1)[CH2:29][CH2:28][CH2:27][Cl:26])=[O:62]. (6) Given the reactants Cl.Cl.[NH2:3][C@@H:4]1[CH2:9][CH2:8][CH2:7][NH:6][CH2:5]1.[Cl:10][C:11]1[N:20]=[C:19](Cl)[C:18]2[CH2:17][CH2:16][CH2:15][CH2:14][C:13]=2[N:12]=1.C(N(C(C)C)CC)(C)C.[C:31](Cl)(=[O:33])[CH3:32], predict the reaction product. The product is: [Cl:10][C:11]1[N:20]=[C:19]([N:6]2[CH2:7][CH2:8][CH2:9][C@@H:4]([NH:3][C:31](=[O:33])[CH3:32])[CH2:5]2)[C:18]2[CH2:17][CH2:16][CH2:15][CH2:14][C:13]=2[N:12]=1.